From a dataset of Forward reaction prediction with 1.9M reactions from USPTO patents (1976-2016). Predict the product of the given reaction. (1) Given the reactants [N:1]1[CH:6]=[CH:5][CH:4]=[CH:3][C:2]=1[C:7]#[C:8][C:9]1[CH:10]=[C:11]([OH:15])[CH:12]=[N:13][CH:14]=1.[C:16](=O)([O-])[O-].[Cs+].[Cs+].CC#N.C(O)(C(F)(F)F)=O, predict the reaction product. The product is: [CH3:16][O:15][C:11]1[CH:12]=[N:13][CH:14]=[C:9]([C:8]#[C:7][C:2]2[CH:3]=[CH:4][CH:5]=[CH:6][N:1]=2)[CH:10]=1. (2) Given the reactants C[O:2][C:3](=[O:14])[C@H:4]([CH2:6][C:7]1[CH:12]=[CH:11][C:10]([OH:13])=[CH:9][CH:8]=1)[NH2:5].CON(C1C=CC=CC=1)[C@H](C(O)=O)C.N[C@H](C(O)=O)C.[I-].[Na+], predict the reaction product. The product is: [NH2:5][C@H:4]([C:3]([OH:14])=[O:2])[CH2:6][C:7]1[CH:8]=[CH:9][C:10]([OH:13])=[CH:11][CH:12]=1.